Dataset: Full USPTO retrosynthesis dataset with 1.9M reactions from patents (1976-2016). Task: Predict the reactants needed to synthesize the given product. (1) Given the product [Br:1][C:2]1[CH:3]=[C:4]([NH:17][C:12]2[CH:13]=[CH:14][CH:15]=[CH:16][N:11]=2)[C:18](=[O:21])[N:6]([CH3:5])[CH:7]=1, predict the reactants needed to synthesize it. The reactants are: [Br:1][C:2]1[CH:3]=[CH:4][C:5]([N+]([O-])=O)=[N:6][CH:7]=1.[N:11]1[CH:16]=[CH:15][CH:14]=[CH:13][C:12]=1[NH2:17].[C:18](=[O:21])([O-])[O-].[Cs+].[Cs+].CC1(C)C2C(=C(P(C3C=CC=CC=3)C3C=CC=CC=3)C=CC=2)OC2C(P(C3C=CC=CC=3)C3C=CC=CC=3)=CC=CC1=2. (2) Given the product [CH3:25][O:24][C:21]1[N:20]=[CH:19][C:18]([CH2:17][NH:16][C:26]2[N:27]=[CH:28][C:29]([C:32]([C:9]3[C:5]4[CH:4]=[N:3][CH:2]=[N:1][C:6]=4[NH:7][CH:8]=3)=[O:33])=[CH:30][CH:31]=2)=[CH:23][CH:22]=1, predict the reactants needed to synthesize it. The reactants are: [N:1]1[C:6]2[NH:7][CH:8]=[CH:9][C:5]=2[CH:4]=[N:3][CH:2]=1.C(OC(=O)[N:16]([C:26]1[CH:31]=[CH:30][C:29]([CH:32]=[O:33])=[CH:28][N:27]=1)[CH2:17][C:18]1[CH:19]=[N:20][C:21]([O:24][CH3:25])=[CH:22][CH:23]=1)(C)(C)C. (3) The reactants are: [C:1](OC(=O)C)(=[O:3])[CH3:2].[NH:8]1[C:16]2[C:11](=[CH:12][C:13]([C:17]([OH:19])=[O:18])=[CH:14][CH:15]=2)[CH:10]=[N:9]1. Given the product [C:1]([N:8]1[C:16]2[C:11](=[CH:12][C:13]([C:17]([OH:19])=[O:18])=[CH:14][CH:15]=2)[CH:10]=[N:9]1)(=[O:3])[CH3:2], predict the reactants needed to synthesize it. (4) Given the product [C:1]([C:4]1[C:5]([C:27]2[CH:32]=[CH:31][C:30]([F:33])=[C:29]([Cl:34])[CH:28]=2)=[N:6][N:7]2[CH:12]([CH2:13][CH3:14])[CH2:11][N:10]([C:20]([O:22][C:23]([CH3:25])([CH3:26])[CH3:24])=[O:21])[CH2:9][C:8]=12)(=[O:3])[NH2:2], predict the reactants needed to synthesize it. The reactants are: [C:1]([C:4]1[C:5]([C:27]2[CH:32]=[CH:31][C:30]([F:33])=[C:29]([Cl:34])[CH:28]=2)=[N:6][N:7]2[CH:12]([CH2:13][CH2:14]OS(C)(=O)=O)[CH2:11][N:10]([C:20]([O:22][C:23]([CH3:26])([CH3:25])[CH3:24])=[O:21])[CH2:9][C:8]=12)(=[O:3])[NH2:2].[Li+].[B-](CC)(CC)CC.